Dataset: Catalyst prediction with 721,799 reactions and 888 catalyst types from USPTO. Task: Predict which catalyst facilitates the given reaction. (1) Reactant: [H-].[Na+].[NH:3]1[CH:7]=[CH:6][N:5]=[CH:4]1.[CH3:8][Si:9]([CH3:16])([CH3:15])[CH2:10][CH2:11][O:12][CH2:13]Cl.O. Product: [NH:3]1[CH:7]=[CH:6][N:5]=[C:4]1[CH2:13][O:12][CH2:11][CH2:10][Si:9]([CH3:16])([CH3:15])[CH3:8]. The catalyst class is: 1. (2) Reactant: [CH3:1][N:2]([CH2:4][CH2:5][CH2:6][C@@:7]1([C:18]2[CH:19]=[CH:20][C:21]([F:24])=[CH:22][CH:23]=2)[O:15][CH2:14][C:13]2[CH:12]=[C:11]([C:16]#[N:17])[CH:10]=[CH:9][C:8]1=2)[CH3:3].[C:25]([OH:30])(=[O:29])[C:26]([OH:28])=[O:27]. Product: [CH3:1][N:2]([CH2:4][CH2:5][CH2:6][C@@:7]1([C:18]2[CH:23]=[CH:22][C:21]([F:24])=[CH:20][CH:19]=2)[O:15][CH2:14][C:13]2[CH:12]=[C:11]([C:16]#[N:17])[CH:10]=[CH:9][C:8]1=2)[CH3:3].[C:26]([OH:28])([C:25]([OH:30])=[O:29])=[O:27]. The catalyst class is: 13.